From a dataset of Catalyst prediction with 721,799 reactions and 888 catalyst types from USPTO. Predict which catalyst facilitates the given reaction. (1) Reactant: Br[C:2]1[CH:3]=[C:4]2[C:8](=[CH:9][CH:10]=1)[NH:7][CH:6]([C:11]1[CH:16]=[CH:15][CH:14]=[CH:13][C:12]=1[O:17][CH3:18])[C:5]2([CH3:20])[CH3:19].[B:21]1([B:21]2[O:25][C:24]([CH3:27])([CH3:26])[C:23]([CH3:29])([CH3:28])[O:22]2)[O:25][C:24]([CH3:27])([CH3:26])[C:23]([CH3:29])([CH3:28])[O:22]1.C([O-])(=O)C.[K+]. Product: [CH3:18][O:17][C:12]1[CH:13]=[CH:14][CH:15]=[CH:16][C:11]=1[CH:6]1[C:5]([CH3:20])([CH3:19])[C:4]2[C:8](=[CH:9][CH:10]=[C:2]([B:21]3[O:25][C:24]([CH3:27])([CH3:26])[C:23]([CH3:29])([CH3:28])[O:22]3)[CH:3]=2)[NH:7]1. The catalyst class is: 418. (2) Reactant: I[C:2]1[CH:3]=[C:4]([CH:8]=[C:9]([N+:11]([O-:13])=[O:12])[CH:10]=1)[C:5]([OH:7])=[O:6].B(O)(O)[C:15]1[CH:16]=[CH:17][C:18]([CH3:21])=[CH:19][CH:20]=1.C([O-])([O-])=O.[Cs+].[Cs+].[OH-].[Na+]. Product: [CH3:21][C:18]1[CH:19]=[CH:20][C:15]([C:2]2[CH:10]=[C:9]([N+:11]([O-:13])=[O:12])[CH:8]=[C:4]([C:5]([OH:7])=[O:6])[CH:3]=2)=[CH:16][CH:17]=1. The catalyst class is: 460. (3) Reactant: [C:1]([O:5][C:6]([N:8]([O:31][C:32]([O:34][C:35]([CH3:38])([CH3:37])[CH3:36])=[O:33])[C:9]1([C:26](=[N:28][O:29][CH3:30])[CH3:27])[C:13](=[O:14])[N:12]([CH3:15])[N:11]=[C:10]1[C:16]1[CH:25]=[CH:24][C:19]([C:20]([O:22]C)=[O:21])=[CH:18][CH:17]=1)=[O:7])([CH3:4])([CH3:3])[CH3:2].[OH-].[Li+]. Product: [C:1]([O:5][C:6]([N:8]([O:31][C:32]([O:34][C:35]([CH3:38])([CH3:37])[CH3:36])=[O:33])[C:9]1([C:26](=[N:28][O:29][CH3:30])[CH3:27])[C:13](=[O:14])[N:12]([CH3:15])[N:11]=[C:10]1[C:16]1[CH:17]=[CH:18][C:19]([C:20]([OH:22])=[O:21])=[CH:24][CH:25]=1)=[O:7])([CH3:4])([CH3:2])[CH3:3]. The catalyst class is: 20. (4) Reactant: [Cl:1][C:2]1[CH:7]=[CH:6][C:5]([C:8]2[CH:13]=[CH:12][CH:11]=[CH:10][C:9]=2[CH:14]([NH:16][S:17]([C:20]2[CH:25]=[CH:24][C:23]([O:26][CH3:27])=[CH:22][C:21]=2[O:28][CH3:29])(=[O:19])=[O:18])[CH3:15])=[C:4](F)[CH:3]=1.C(=O)([O-])[O-].[K+].[K+]. Product: [Cl:1][C:2]1[CH:7]=[CH:6][C:5]2[C:8]3[C:9]([CH:14]([CH3:15])[N:16]([S:17]([C:20]4[CH:25]=[CH:24][C:23]([O:26][CH3:27])=[CH:22][C:21]=4[O:28][CH3:29])(=[O:19])=[O:18])[C:4]=2[CH:3]=1)=[CH:10][CH:11]=[CH:12][CH:13]=3. The catalyst class is: 9. (5) Reactant: I[C:2]1[C:10]2[C:5](=[CH:6][C:7]([C@H:11]3[C@@:13]4([C:21]5[C:16](=[CH:17][CH:18]=[C:19]([O:22][CH3:23])[CH:20]=5)[NH:15][C:14]4=[O:24])[CH2:12]3)=[CH:8][CH:9]=2)[NH:4][N:3]=1.[CH3:25][C:26]1(C)C(C)(C)OB(C=C)O1.C([O-])([O-])=O.[Na+].[Na+]. Product: [CH3:23][O:22][C:19]1[CH:20]=[C:21]2[C:16](=[CH:17][CH:18]=1)[NH:15][C:14](=[O:24])[C@:13]12[CH2:12][C@H:11]1[C:7]1[CH:6]=[C:5]2[C:10]([C:2]([CH:25]=[CH2:26])=[N:3][NH:4]2)=[CH:9][CH:8]=1. The catalyst class is: 780. (6) Reactant: [Cl:1][C:2]1[CH:3]=[C:4]2[C:9](=[CH:10][CH:11]=1)[NH:8][CH:7]([C:12]1[CH:13]=[C:14]([NH2:18])[CH:15]=[CH:16][CH:17]=1)[CH2:6][C:5]2([CH3:20])[CH3:19].[CH2:21]([S:23](Cl)(=[O:25])=[O:24])[CH3:22]. Product: [Cl:1][C:2]1[CH:3]=[C:4]2[C:9](=[CH:10][CH:11]=1)[NH:8][CH:7]([C:12]1[CH:13]=[C:14]([NH:18][S:23]([CH2:21][CH3:22])(=[O:25])=[O:24])[CH:15]=[CH:16][CH:17]=1)[CH2:6][C:5]2([CH3:20])[CH3:19]. The catalyst class is: 17. (7) Reactant: [Br:1][C:2]1[C:3](C(O)=O)=[N:4][C:5]([CH2:8][CH3:9])=[N:6][CH:7]=1. Product: [Br:1][C:2]1[CH:3]=[N:4][C:5]([CH2:8][CH3:9])=[N:6][CH:7]=1. The catalyst class is: 113.